From a dataset of Forward reaction prediction with 1.9M reactions from USPTO patents (1976-2016). Predict the product of the given reaction. (1) Given the reactants [CH2:1]([N:3]([CH3:15])[C:4]1[CH:5]=[C:6]([CH:11]=[C:12]([CH3:14])[N:13]=1)[C:7]([NH:9][OH:10])=[NH:8])[CH3:2].[CH:16](N(C)C1C=C(C=C(C)N=1)C(O)=O)(C)C, predict the reaction product. The product is: [OH:10][NH:9][C:7](=[NH:8])[C:6]1[CH:11]=[C:12]([CH3:14])[N:13]=[C:4]([N:3]([CH:1]([CH3:16])[CH3:2])[CH3:15])[CH:5]=1. (2) Given the reactants FC(F)(F)S(O[C:7]1[CH:12]=[CH:11][C:10]([C@H:13]([NH:21][C:22]([O:24][C:25]([CH3:28])([CH3:27])[CH3:26])=[O:23])[C:14](=[O:20])[N:15]2[CH2:19][CH2:18][CH2:17][CH2:16]2)=[CH:9][CH:8]=1)(=O)=O.[CH3:31][O:32][CH2:33][CH2:34][O:35][CH2:36][CH2:37][O:38][CH2:39][CH2:40][O:41][CH2:42][CH2:43][O:44][CH2:45][CH2:46][NH2:47].C(=O)([O-])[O-].[Cs+].[Cs+].C(P(C(C)(C)C)C1C(OC)=CC=C(OC)C=1C1C(C(C)C)=CC(C(C)C)=CC=1C(C)C)(C)(C)C, predict the reaction product. The product is: [C:25]([O:24][C:22](=[O:23])[NH:21][C@@H:13]([C:10]1[CH:11]=[CH:12][C:7]([NH:47][CH2:46][CH2:45][O:44][CH2:43][CH2:42][O:41][CH2:40][CH2:39][O:38][CH2:37][CH2:36][O:35][CH2:34][CH2:33][O:32][CH3:31])=[CH:8][CH:9]=1)[C:14](=[O:20])[N:15]1[CH2:19][CH2:18][CH2:17][CH2:16]1)([CH3:28])([CH3:27])[CH3:26]. (3) Given the reactants [Cl:1][C:2]1[CH:3]=[C:4]2[C:9](=[CH:10][CH:11]=1)[O:8][C:7]([C:12]([OH:14])=O)=[CH:6][C:5]2=[O:15].[NH2:16][CH:17]1[CH2:22][CH2:21][N:20]([C:23]([O:25][C:26]([CH3:29])([CH3:28])[CH3:27])=[O:24])[CH2:19][CH2:18]1.OC1C2N=NNC=2C=CC=1.Cl.C(N=C=NCCCN(C)C)C, predict the reaction product. The product is: [Cl:1][C:2]1[CH:3]=[C:4]2[C:9](=[CH:10][CH:11]=1)[O:8][C:7]([C:12]([NH:16][CH:17]1[CH2:18][CH2:19][N:20]([C:23]([O:25][C:26]([CH3:29])([CH3:28])[CH3:27])=[O:24])[CH2:21][CH2:22]1)=[O:14])=[CH:6][C:5]2=[O:15]. (4) Given the reactants [CH3:1][O:2][C:3](=[O:23])[CH2:4][C:5]1[CH:6]=[C:7]([C:11]2[CH:16]=[CH:15][C:14]([C:17]([F:20])([F:19])[F:18])=[CH:13][C:12]=2[CH:21]=O)[CH:8]=[CH:9][CH:10]=1.[CH2:24]([NH2:26])[CH3:25], predict the reaction product. The product is: [CH3:1][O:2][C:3](=[O:23])[CH2:4][C:5]1[CH:6]=[C:7]([C:11]2[CH:16]=[CH:15][C:14]([C:17]([F:19])([F:20])[F:18])=[CH:13][C:12]=2[CH2:21][NH:26][CH2:24][CH3:25])[CH:8]=[CH:9][CH:10]=1.